From a dataset of Reaction yield outcomes from USPTO patents with 853,638 reactions. Predict the reaction yield, written as a fraction of the theoretical maximum amount of product (1.0 means a 100% yield; for example, 0.34 means a 34% yield). The reactants are [CH2:1]([C@@H:8]1[NH:13][CH2:12][CH2:11][N:10]([C:14]2[CH:15]=[C:16]3[C:20](=[CH:21][CH:22]=2)[N:19]([CH2:23][CH3:24])[N:18]=[C:17]3[CH:25]2[CH2:28][CH2:27][CH2:26]2)[CH2:9]1)[C:2]1[CH:7]=[CH:6][CH:5]=[CH:4][CH:3]=1.[CH3:29][C:30]1[NH:34][N:33]=[C:32]([CH2:35][C:36](O)=[O:37])[N:31]=1. The yield is 0.370. The product is [CH2:1]([C@H:8]1[CH2:9][N:10]([C:14]2[CH:15]=[C:16]3[C:20](=[CH:21][CH:22]=2)[N:19]([CH2:23][CH3:24])[N:18]=[C:17]3[CH:25]2[CH2:28][CH2:27][CH2:26]2)[CH2:11][CH2:12][N:13]1[C:36](=[O:37])[CH2:35][C:32]1[NH:33][N:34]=[C:30]([CH3:29])[N:31]=1)[C:2]1[CH:3]=[CH:4][CH:5]=[CH:6][CH:7]=1. No catalyst specified.